Dataset: Forward reaction prediction with 1.9M reactions from USPTO patents (1976-2016). Task: Predict the product of the given reaction. (1) Given the reactants [F:1][C:2]1[CH:27]=[CH:26][C:25]([C:28]([NH:30][C:31]2[CH:36]=[C:35]([CH3:37])[CH:34]=[CH:33][C:32]=2[F:38])=[O:29])=[CH:24][C:3]=1[O:4][C:5]1[CH:10]=[CH:9][N:8]=[C:7]([C:11]2[NH:15][CH:14]=[C:13]([C:16]([NH:18][CH2:19][C:20]([O:22]C)=[O:21])=[O:17])[CH:12]=2)[CH:6]=1.C1COCC1.CO.[OH-].[Na+].Cl, predict the reaction product. The product is: [F:1][C:2]1[CH:27]=[CH:26][C:25]([C:28]([NH:30][C:31]2[CH:36]=[C:35]([CH3:37])[CH:34]=[CH:33][C:32]=2[F:38])=[O:29])=[CH:24][C:3]=1[O:4][C:5]1[CH:10]=[CH:9][N:8]=[C:7]([C:11]2[NH:15][CH:14]=[C:13]([C:16]([NH:18][CH2:19][C:20]([OH:22])=[O:21])=[O:17])[CH:12]=2)[CH:6]=1. (2) Given the reactants [N:1]1[CH:6]=[CH:5][C:4]([O:7][CH:8]([C:10]2[CH:18]=[CH:17][C:13]([C:14]([OH:16])=O)=[CH:12][CH:11]=2)[CH3:9])=[N:3][CH:2]=1.N1(O)C2C=CC=CC=2N=N1.Cl.CN(C)CCCN=C=NCC.C(N(CC)CC)C.[NH2:48][CH2:49][C:50]1[C:51]([OH:58])=[N:52][C:53]([CH3:57])=[CH:54][C:55]=1[CH3:56], predict the reaction product. The product is: [OH:58][C:51]1[C:50]([CH2:49][NH:48][C:14](=[O:16])[C:13]2[CH:12]=[CH:11][C:10]([CH:8]([O:7][C:4]3[CH:5]=[CH:6][N:1]=[CH:2][N:3]=3)[CH3:9])=[CH:18][CH:17]=2)=[C:55]([CH3:56])[CH:54]=[C:53]([CH3:57])[N:52]=1. (3) Given the reactants [C:1]1([C:32]2[CH:37]=[CH:36][CH:35]=[CH:34][CH:33]=2)[CH:6]=[CH:5][C:4]([C:7]2[CH:8]=[N:9][N:10]([C:12]3[CH:13]=[C:14]([CH:29]=[CH:30][CH:31]=3)[O:15][C:16]3[CH:17]=[C:18]([N:22]4[C:26]([CH3:27])=[CH:25][C:24]([CH3:28])=[N:23]4)[CH:19]=[CH:20][CH:21]=3)[CH:11]=2)=[CH:3][CH:2]=1.CC([O-])=O.CC([O-])=O.[Pd+2:46], predict the reaction product. The product is: [Pd:46].[C:1]1([C:32]2[CH:33]=[CH:34][CH:35]=[CH:36][CH:37]=2)[CH:6]=[CH:5][C:4]([C:7]2[CH:8]=[N:9][N:10]([C:12]3[CH:13]=[C:14]([CH:29]=[CH:30][CH:31]=3)[O:15][C:16]3[CH:17]=[C:18]([N:22]4[C:26]([CH3:27])=[CH:25][C:24]([CH3:28])=[N:23]4)[CH:19]=[CH:20][CH:21]=3)[CH:11]=2)=[CH:3][CH:2]=1. (4) Given the reactants [CH3:1][C:2]1[C:10]2[N:9]=[C:8]([C:11]3[C:12]([CH3:28])=[N:13][C:14]([NH:17][CH2:18][CH2:19][CH2:20][CH:21]4[CH2:26][CH2:25][N:24]([CH3:27])[CH2:23][CH2:22]4)=[N:15][CH:16]=3)[NH:7][C:6]=2[CH:5]=[C:4]([CH3:29])[CH:3]=1.O.O.O.O.OC(C(O)C(O)=O)C(O)=O.CC1C2N=C(C3C(C)=NC(NCCCC4CCN(C)CC4)=NC=3)NC=2C=C(C)C=1.CO.[P:75](=[O:79])([OH:78])([OH:77])[OH:76], predict the reaction product. The product is: [P:75]([OH:79])([OH:78])([OH:77])=[O:76].[CH3:1][C:2]1[C:10]2[N:9]=[C:8]([C:11]3[C:12]([CH3:28])=[N:13][C:14]([NH:17][CH2:18][CH2:19][CH2:20][CH:21]4[CH2:22][CH2:23][N:24]([CH3:27])[CH2:25][CH2:26]4)=[N:15][CH:16]=3)[NH:7][C:6]=2[CH:5]=[C:4]([CH3:29])[CH:3]=1. (5) Given the reactants [CH3:1][O:2][C:3]1[CH:4]=[C:5]([C:13]2[CH:18]=[C:17]([CH2:19][O:20][CH:21]3[CH2:26][CH2:25][NH:24][CH2:23][CH2:22]3)[CH:16]=[CH:15][N:14]=2)[CH:6]=[C:7]([O:11][CH3:12])[C:8]=1[O:9][CH3:10].[Cl:27]C[C:29]1[CH:34]=[CH:33][N:32]=[C:31]([C:35]2[CH:40]=[C:39]([O:41][CH3:42])[C:38]([O:43][CH3:44])=[C:37]([O:45][CH3:46])[CH:36]=2)[CH:30]=1.[C:47](=O)([O-])[O-].[K+].[K+].[I-].[K+], predict the reaction product. The product is: [ClH:27].[ClH:27].[ClH:27].[CH3:42][O:41][C:39]1[CH:40]=[C:35]([C:31]2[C:30]([CH2:47][N:24]3[CH2:23][CH2:22][CH:21]([O:20][CH2:19][C:17]4[CH:16]=[CH:15][N:14]=[C:13]([C:5]5[CH:4]=[C:3]([O:2][CH3:1])[C:8]([O:9][CH3:10])=[C:7]([O:11][CH3:12])[CH:6]=5)[CH:18]=4)[CH2:26][CH2:25]3)=[CH:29][CH:34]=[CH:33][N:32]=2)[CH:36]=[C:37]([O:45][CH3:46])[C:38]=1[O:43][CH3:44]. (6) Given the reactants ClC1C(CCCl)=C(C2C=CC=C(OC)C=2)N=C(N2CCOCC2)N=1.CC1C=CC=CC=1N.C[O:34][C:35]1[CH:36]=[C:37]([C:41]2[C:42]3[CH2:55][CH2:54][N:53]([C:56]4[CH:61]=[CH:60][CH:59]=[CH:58][C:57]=4[CH3:62])[C:43]=3[N:44]=[C:45]([N:47]3[CH2:52][CH2:51][O:50][CH2:49][CH2:48]3)[N:46]=2)[CH:38]=[CH:39][CH:40]=1, predict the reaction product. The product is: [N:47]1([C:45]2[N:46]=[C:41]([C:37]3[CH:36]=[C:35]([OH:34])[CH:40]=[CH:39][CH:38]=3)[C:42]3[CH2:55][CH2:54][N:53]([C:56]4[CH:61]=[CH:60][CH:59]=[CH:58][C:57]=4[CH3:62])[C:43]=3[N:44]=2)[CH2:52][CH2:51][O:50][CH2:49][CH2:48]1. (7) Given the reactants [H-].[Na+].[CH:3]1([CH2:6][N:7]2[C:11]([C:12](=[O:14])[CH3:13])=[N:10][CH:9]=[N:8]2)[CH2:5][CH2:4]1.Cl.C([O-])(O)=O.[Na+].[C:21](=O)([O:25]CC)[O:22][CH2:23][CH3:24], predict the reaction product. The product is: [CH2:23]([O:22][C:21](=[O:25])[CH2:13][C:12]([C:11]1[N:7]([CH2:6][CH:3]2[CH2:4][CH2:5]2)[N:8]=[CH:9][N:10]=1)=[O:14])[CH3:24].